This data is from Reaction yield outcomes from USPTO patents with 853,638 reactions. The task is: Predict the reaction yield, written as a fraction of the theoretical maximum amount of product (1.0 means a 100% yield; for example, 0.34 means a 34% yield). (1) The reactants are C([N:8]1[C@H:12]([C:13]([O:15][CH2:16][CH3:17])=[O:14])[CH2:11][CH2:10][C@@H:9]1[C:18]([O:20][CH2:21][CH3:22])=[O:19])C1C=CC=CC=1. The catalyst is CCO.Cl.[OH-].[OH-].[Pd+2]. The product is [NH:8]1[C@H:12]([C:13]([O:15][CH2:16][CH3:17])=[O:14])[CH2:11][CH2:10][C@@H:9]1[C:18]([O:20][CH2:21][CH3:22])=[O:19]. The yield is 0.880. (2) The reactants are C([N:8]([CH2:16][C@@H:17]1[O:21][C:20](=[O:22])[N:19]([C:23]2[CH:28]=[CH:27][C:26]([N:29]3[CH2:34][CH2:33][O:32][CH2:31][CH2:30]3)=[C:25]([F:35])[CH:24]=2)[CH2:18]1)CC1C=CC=CC=1)C1C=CC=CC=1.CO.N#N.O.NN. The catalyst is [Pd].O. The product is [NH2:8][CH2:16][C@@H:17]1[O:21][C:20](=[O:22])[N:19]([C:23]2[CH:28]=[CH:27][C:26]([N:29]3[CH2:30][CH2:31][O:32][CH2:33][CH2:34]3)=[C:25]([F:35])[CH:24]=2)[CH2:18]1. The yield is 0.880. (3) The catalyst is CN(C=O)C. The product is [Cl:46][C:47]1[CH:52]=[CH:51][C:50]([CH:53]([C:55]2[CH:56]=[CH:57][CH:58]=[CH:59][CH:60]=2)[NH:54][C:19](=[O:20])[CH2:18][C:15]2[CH:16]=[CH:17][C:11]3[O:10][C:9]([C:8]4[C:3]([CH2:2][OH:1])=[N:4][CH:5]=[CH:6][CH:7]=4)=[CH:13][C:12]=3[CH:14]=2)=[C:49]([CH3:61])[CH:48]=1. The yield is 0.110. The reactants are [OH:1][CH2:2][C:3]1[C:8]([C:9]2[O:10][C:11]3[CH:17]=[CH:16][C:15]([CH2:18][C:19](O)=[O:20])=[CH:14][C:12]=3[CH:13]=2)=[CH:7][CH:6]=[CH:5][N:4]=1.C1C=CC2N(O)N=NC=2C=1.C(Cl)CCl.CCN(C(C)C)C(C)C.Cl.[Cl:46][C:47]1[CH:52]=[CH:51][C:50]([CH:53]([C:55]2[CH:60]=[CH:59][CH:58]=[CH:57][CH:56]=2)[NH2:54])=[C:49]([CH3:61])[CH:48]=1. (4) The reactants are [Cl:1][CH2:2][C:3]1([CH2:9][Cl:10])[CH2:7][O:6][C:5](=[O:8])[NH:4]1.C(O[Cl:16])(C)(C)C. The catalyst is CO. The product is [Cl:16][N:4]1[C:3]([CH2:9][Cl:10])([CH2:2][Cl:1])[CH2:7][O:6][C:5]1=[O:8]. The yield is 0.790. (5) The reactants are [NH2:1][C:2](=[N:7][NH:8][C:9](=O)[CH2:10][C:11]1[CH:16]=[CH:15][CH:14]=[CH:13][CH:12]=1)[C:3]([O:5][CH3:6])=[O:4].[CH3:18]O. No catalyst specified. The product is [CH2:10]([C:9]1[NH:8][N:7]=[C:2]([C:3]([O:5][CH2:6][CH3:18])=[O:4])[N:1]=1)[C:11]1[CH:16]=[CH:15][CH:14]=[CH:13][CH:12]=1. The yield is 0.490. (6) The reactants are [CH3:1][N:2]([CH3:9])[CH2:3][CH2:4][CH2:5][C:6](O)=[O:7].C(N(CC)C(C)C)(C)C.CN(C(ON1N=NC2C=CC=NC1=2)=[N+](C)C)C.F[P-](F)(F)(F)(F)F.[NH2:43][C@@H:44]1[CH2:49][CH2:48][C@H:47]([N:50]2[C:55](=[O:56])[C:54]3[CH:57]=[C:58]([F:61])[CH:59]=[N:60][C:53]=3[N:52]([C:62]3[CH:63]=[C:64]([C:68]4[CH:73]=[CH:72][CH:71]=[CH:70][CH:69]=4)[CH:65]=[CH:66][CH:67]=3)[C:51]2=[O:74])[CH2:46][CH2:45]1. The catalyst is CN(C=O)C. The product is [C:64]1([C:68]2[CH:73]=[CH:72][CH:71]=[CH:70][CH:69]=2)[CH:65]=[CH:66][CH:67]=[C:62]([N:52]2[C:53]3[N:60]=[CH:59][C:58]([F:61])=[CH:57][C:54]=3[C:55](=[O:56])[N:50]([C@@H:47]3[CH2:48][CH2:49][C@H:44]([NH:43][C:6](=[O:7])[CH2:5][CH2:4][CH2:3][N:2]([CH3:9])[CH3:1])[CH2:45][CH2:46]3)[C:51]2=[O:74])[CH:63]=1. The yield is 0.470.